From a dataset of Full USPTO retrosynthesis dataset with 1.9M reactions from patents (1976-2016). Predict the reactants needed to synthesize the given product. (1) Given the product [NH2:15][CH2:14][CH2:13][CH2:12][C:8]1[CH:7]=[C:6]([C:5]#[C:4][C:3]([CH2:22][CH3:23])([OH:24])[CH2:1][CH3:2])[CH:11]=[CH:10][CH:9]=1, predict the reactants needed to synthesize it. The reactants are: [CH2:1]([C:3]([OH:24])([CH2:22][CH3:23])[CH2:4][CH2:5][C:6]1[CH:7]=[C:8]([CH2:12][CH2:13][CH2:14][NH:15]C(=O)C(F)(F)F)[CH:9]=[CH:10][CH:11]=1)[CH3:2].C([O-])([O-])=O.[K+].[K+]. (2) Given the product [C:13]([O:12][C:10](=[O:11])[NH:1][C:2]1[CH:7]=[C:6]([CH2:8][OH:9])[CH:5]=[CH:4][N:3]=1)([CH3:16])([CH3:15])[CH3:14], predict the reactants needed to synthesize it. The reactants are: [NH2:1][C:2]1[CH:7]=[C:6]([CH2:8][OH:9])[CH:5]=[CH:4][N:3]=1.[C:10](O[C:10]([O:12][C:13]([CH3:16])([CH3:15])[CH3:14])=[O:11])([O:12][C:13]([CH3:16])([CH3:15])[CH3:14])=[O:11].